This data is from Peptide-MHC class I binding affinity with 185,985 pairs from IEDB/IMGT. The task is: Regression. Given a peptide amino acid sequence and an MHC pseudo amino acid sequence, predict their binding affinity value. This is MHC class I binding data. (1) The peptide sequence is SYQHFRRLLL. The MHC is Patr-A0901 with pseudo-sequence Patr-A0901. The binding affinity (normalized) is 1.00. (2) The peptide sequence is VLWTVFHGA. The MHC is HLA-A02:02 with pseudo-sequence HLA-A02:02. The binding affinity (normalized) is 0.387.